Dataset: Catalyst prediction with 721,799 reactions and 888 catalyst types from USPTO. Task: Predict which catalyst facilitates the given reaction. (1) Reactant: [C:1]([C:3]1[O:7][C:6]([S:8]([NH:11][C:12]2[CH:17]=[C:16]([O:18][C@H:19]([CH3:41])[CH2:20][O:21]C(C3C=CC=CC=3)(C3C=CC=CC=3)C3C=CC=CC=3)[N:15]=[C:14]([S:42][CH2:43][C:44]3[CH:49]=[CH:48][CH:47]=[C:46]([F:50])[C:45]=3[F:51])[N:13]=2)(=[O:10])=[O:9])=[CH:5][CH:4]=1)#[N:2].O.C1(C)C=CC(S(O)(=O)=O)=CC=1.C1(OC)C=CC=CC=1.O. Product: [C:1]([C:3]1[O:7][C:6]([S:8]([NH:11][C:12]2[CH:17]=[C:16]([O:18][C@H:19]([CH3:41])[CH2:20][OH:21])[N:15]=[C:14]([S:42][CH2:43][C:44]3[CH:49]=[CH:48][CH:47]=[C:46]([F:50])[C:45]=3[F:51])[N:13]=2)(=[O:10])=[O:9])=[CH:5][CH:4]=1)#[N:2]. The catalyst class is: 5. (2) Reactant: [CH:1]1([O:7][C:8]2[CH:13]=[C:12]([O:14][CH2:15][CH2:16][O:17][CH3:18])[CH:11]=[CH:10][C:9]=2/[CH:19]=[CH:20]/[C:21]([O:23]CC)=[O:22])[CH2:6][CH2:5][CH2:4][CH2:3][CH2:2]1.[OH-].[Na+]. Product: [CH:1]1([O:7][C:8]2[CH:13]=[C:12]([O:14][CH2:15][CH2:16][O:17][CH3:18])[CH:11]=[CH:10][C:9]=2/[CH:19]=[CH:20]/[C:21]([OH:23])=[O:22])[CH2:2][CH2:3][CH2:4][CH2:5][CH2:6]1. The catalyst class is: 214. (3) Reactant: Br.Br[CH2:3][C:4]([C:6]1[CH:11]=[CH:10][N:9]=[CH:8][CH:7]=1)=O.[OH:12][C:13]1[CH:14]=[C:15]([NH:20][C:21]([NH2:23])=[S:22])[CH:16]=[CH:17][C:18]=1[CH3:19].N. Product: [CH3:19][C:18]1[CH:17]=[CH:16][C:15]([NH:20][C:21]2[S:22][CH:3]=[C:4]([C:6]3[CH:11]=[CH:10][N:9]=[CH:8][CH:7]=3)[N:23]=2)=[CH:14][C:13]=1[OH:12]. The catalyst class is: 88.